Dataset: Forward reaction prediction with 1.9M reactions from USPTO patents (1976-2016). Task: Predict the product of the given reaction. (1) Given the reactants Cl.Cl.Cl.[CH3:4][N:5]1[C:13]2[C:8](=[CH:9][C:10]([NH:14][C:15]3[C:16]4[CH:23]=[C:22]([C:24]5[CH2:25][CH2:26][NH:27][CH2:28][CH:29]=5)[NH:21][C:17]=4[N:18]=[CH:19][N:20]=3)=[CH:11][CH:12]=2)[CH:7]=[N:6]1.CCN(C(C)C)C(C)C.Cl.[CH3:40][N:41]1[CH2:46][CH2:45][N:44]([C:47](Cl)=[O:48])[CH2:43][CH2:42]1.O, predict the reaction product. The product is: [CH3:4][N:5]1[C:13]2[C:8](=[CH:9][C:10]([NH:14][C:15]3[C:16]4[CH:23]=[C:22]([C:24]5[CH2:25][CH2:26][N:27]([C:47]([N:44]6[CH2:45][CH2:46][N:41]([CH3:40])[CH2:42][CH2:43]6)=[O:48])[CH2:28][CH:29]=5)[NH:21][C:17]=4[N:18]=[CH:19][N:20]=3)=[CH:11][CH:12]=2)[CH:7]=[N:6]1. (2) The product is: [F:1][C:2]([F:15])([F:14])[C:3]1[CH:8]=[CH:7][C:6]([CH2:9][S:10]([NH2:16])(=[O:12])=[O:11])=[CH:5][CH:4]=1. Given the reactants [F:1][C:2]([F:15])([F:14])[C:3]1[CH:8]=[CH:7][C:6]([CH2:9][S:10](Cl)(=[O:12])=[O:11])=[CH:5][CH:4]=1.[NH3:16], predict the reaction product. (3) The product is: [N:1]1([C:6]2[CH:7]=[CH:8][C:9]([NH:12][N:13]=[CH:20][C:19]3[CH:22]=[C:15]([I:14])[C:16]([OH:25])=[C:17]([O:23][CH3:24])[CH:18]=3)=[CH:10][CH:11]=2)[CH:5]=[CH:4][N:3]=[CH:2]1. Given the reactants [N:1]1([C:6]2[CH:11]=[CH:10][C:9]([NH:12][NH2:13])=[CH:8][CH:7]=2)[CH:5]=[CH:4][N:3]=[CH:2]1.[I:14][C:15]1[C:16]([OH:25])=[C:17]([O:23][CH3:24])[CH:18]=[C:19]([CH:22]=1)[CH:20]=O, predict the reaction product. (4) Given the reactants Cl[C:2]1[N:7]=[C:6]([CH:8]2[CH2:11][CH2:10][CH2:9]2)[CH:5]=[CH:4][N:3]=1.[NH2:12][C:13]1[CH:14]=[C:15]([C:20]2[S:24][C:23]([C:25]3([OH:29])[CH2:28][CH2:27][CH2:26]3)=[N:22][CH:21]=2)[CH:16]=[C:17]([CH3:19])[CH:18]=1.C(O)(=O)C, predict the reaction product. The product is: [CH:8]1([C:6]2[CH:5]=[CH:4][N:3]=[C:2]([NH:12][C:13]3[CH:14]=[C:15]([C:20]4[S:24][C:23]([C:25]5([OH:29])[CH2:28][CH2:27][CH2:26]5)=[N:22][CH:21]=4)[CH:16]=[C:17]([CH3:19])[CH:18]=3)[N:7]=2)[CH2:11][CH2:10][CH2:9]1. (5) Given the reactants CO.[BH4-].[Na+].[CH3:5][O:6][C:7]1[CH:8]=[CH:9][C:10]2[N:11]([N:13]=[C:14]([C:28]3[CH:29]=[N:30][CH:31]=[CH:32][CH:33]=3)[C:15]=2[C:16]([C:18]2[N:23]=[C:22]([C:24]([O:26][CH3:27])=[O:25])[CH:21]=[CH:20][CH:19]=2)=[O:17])[CH:12]=1.[Cl-].[NH4+], predict the reaction product. The product is: [OH:17][CH:16]([C:15]1[C:14]([C:28]2[CH:29]=[N:30][CH:31]=[CH:32][CH:33]=2)=[N:13][N:11]2[CH:12]=[C:7]([O:6][CH3:5])[CH:8]=[CH:9][C:10]=12)[C:18]1[N:23]=[C:22]([C:24]([O:26][CH3:27])=[O:25])[CH:21]=[CH:20][CH:19]=1. (6) Given the reactants Cl.[NH2:2][OH:3].C(N(CC)CC)C.[Cl:11][C:12]1[CH:13]=[CH:14][C:15]2[N:16]([N:18]=[C:19]([C:30]3[CH:35]=[CH:34][CH:33]=[CH:32][CH:31]=3)[C:20]=2[CH2:21][C:22]2[N:27]=[C:26]([C:28]#[N:29])[CH:25]=[CH:24][CH:23]=2)[CH:17]=1, predict the reaction product. The product is: [Cl:11][C:12]1[CH:13]=[CH:14][C:15]2[N:16]([N:18]=[C:19]([C:30]3[CH:35]=[CH:34][CH:33]=[CH:32][CH:31]=3)[C:20]=2[CH2:21][C:22]2[N:27]=[C:26]([C:28]([NH:2][OH:3])=[NH:29])[CH:25]=[CH:24][CH:23]=2)[CH:17]=1. (7) Given the reactants Cl[CH:2]1[C:6](=O)[CH2:5][O:4][C:3]1=[O:8].[NH2:9][C:10]([NH2:12])=[S:11].[CH:13]([OH:16])([CH3:15])[CH3:14], predict the reaction product. The product is: [NH2:9][C:10]1[S:11][C:6]([C:5]([O:16][CH:13]([CH3:15])[CH3:14])=[O:4])=[C:2]([CH2:3][OH:8])[N:12]=1. (8) Given the reactants Br[CH2:2][C:3]1[CH:8]=[CH:7][CH:6]=[CH:5][C:4]=1/[C:9](=[CH:14]\[O:15][CH3:16])/[C:10]([O:12][CH3:13])=[O:11].[OH:17][C:18]1[CH:19]=[C:20]([OH:24])[CH:21]=[CH:22][CH:23]=1.C(=O)([O-])[O-].[K+].[K+], predict the reaction product. The product is: [OH:17][C:18]1[CH:19]=[C:20]([CH:21]=[CH:22][CH:23]=1)[O:24][CH2:2][C:3]1[CH:8]=[CH:7][CH:6]=[CH:5][C:4]=1/[C:9](=[CH:14]\[O:15][CH3:16])/[C:10]([O:12][CH3:13])=[O:11]. (9) Given the reactants [OH:1][C:2]1[C:11]2[C:6](=[CH:7][C:8]([CH2:12][C:13]3[CH:18]=[CH:17][CH:16]=[CH:15][CH:14]=3)=[CH:9][N:10]=2)[N:5]([CH2:19][C:20]2[CH:25]=[CH:24][C:23]([N+:26]([O-:28])=[O:27])=[CH:22][CH:21]=2)[C:4](=[O:29])[C:3]=1[C:30](OCC)=[O:31].[CH3:35][O:36][CH2:37][CH2:38][NH2:39], predict the reaction product. The product is: [OH:1][C:2]1[C:11]2[C:6](=[CH:7][C:8]([CH2:12][C:13]3[CH:18]=[CH:17][CH:16]=[CH:15][CH:14]=3)=[CH:9][N:10]=2)[N:5]([CH2:19][C:20]2[CH:21]=[CH:22][C:23]([N+:26]([O-:28])=[O:27])=[CH:24][CH:25]=2)[C:4](=[O:29])[C:3]=1[C:30]([NH:39][CH2:38][CH2:37][O:36][CH3:35])=[O:31].